This data is from Full USPTO retrosynthesis dataset with 1.9M reactions from patents (1976-2016). The task is: Predict the reactants needed to synthesize the given product. (1) The reactants are: [N+:1]([C:4]1[CH:9]=[CH:8][CH:7]=[CH:6][C:5]=1[C:10](=[O:17])[C:11]#[C:12][Si:13]([CH3:16])([CH3:15])[CH3:14])([O-])=O.Cl. Given the product [NH2:1][C:4]1[CH:9]=[CH:8][CH:7]=[CH:6][C:5]=1[C:10](=[O:17])[CH2:11][CH2:12][Si:13]([CH3:16])([CH3:15])[CH3:14], predict the reactants needed to synthesize it. (2) Given the product [Cl:1][C:2]1[CH:3]=[C:4]([C:9]([CH3:14])([CH3:13])[C:10]([Cl:16])=[O:11])[CH:5]=[C:6]([Cl:8])[CH:7]=1, predict the reactants needed to synthesize it. The reactants are: [Cl:1][C:2]1[CH:3]=[C:4]([C:9]([CH3:14])([CH3:13])[C:10](O)=[O:11])[CH:5]=[C:6]([Cl:8])[CH:7]=1.C(Cl)[Cl:16].